Dataset: Catalyst prediction with 721,799 reactions and 888 catalyst types from USPTO. Task: Predict which catalyst facilitates the given reaction. (1) Reactant: C[O:2][C:3](=O)[CH2:4][CH2:5][CH2:6][CH2:7][CH2:8][CH2:9][CH2:10][CH2:11][CH3:12].O.[NH2:15][NH2:16]. Product: [C:3]([NH:15][NH2:16])(=[O:2])[CH2:4][CH2:5][CH2:6][CH2:7][CH2:8][CH2:9][CH2:10][CH2:11][CH3:12]. The catalyst class is: 8. (2) Reactant: C([O:3][C:4](=[O:32])[CH2:5][C:6]1[CH:11]=[CH:10][C:9]([C:12]2[CH:17]=[CH:16][C:15]([C:18]([F:28])([CH3:27])[CH2:19][NH:20][S:21]([CH:24]([CH3:26])[CH3:25])(=[O:23])=[O:22])=[CH:14][CH:13]=2)=[CH:8][C:7]=1[N+:29]([O-:31])=[O:30])C.[OH-].[Na+].Cl. Product: [F:28][C:18]([C:15]1[CH:14]=[CH:13][C:12]([C:9]2[CH:10]=[CH:11][C:6]([CH2:5][C:4]([OH:32])=[O:3])=[C:7]([N+:29]([O-:31])=[O:30])[CH:8]=2)=[CH:17][CH:16]=1)([CH3:27])[CH2:19][NH:20][S:21]([CH:24]([CH3:25])[CH3:26])(=[O:22])=[O:23]. The catalyst class is: 40. (3) Reactant: [Br:1][C:2]1[C:7]2=[N:8][C:9]([C:12]([OH:14])=O)=[CH:10][N:11]=[C:6]2[CH:5]=[N:4][CH:3]=1.[NH:15]1[CH2:19][CH2:18][CH:17]([OH:20])[CH2:16]1.C(N(CC)CC)C.F[P-](F)(F)(F)(F)F.C[N+](C)=C(N(C)C)O. Product: [Br:1][C:2]1[C:7]2=[N:8][C:9]([C:12]([N:15]3[CH2:19][CH2:18][CH:17]([OH:20])[CH2:16]3)=[O:14])=[CH:10][N:11]=[C:6]2[CH:5]=[N:4][CH:3]=1. The catalyst class is: 9. (4) Reactant: [CH2:1]([NH:3][C:4](=[O:29])[NH:5][C:6]1[CH:27]=[CH:26][C:9]([O:10][C:11]2[C:20]3[C:15](=[CH:16][C:17]([O:24][CH3:25])=[C:18]([C:21]([OH:23])=O)[CH:19]=3)[N:14]=[CH:13][CH:12]=2)=[CH:8][C:7]=1[F:28])[CH3:2].[F:30][C@H:31]1[CH2:33][C@H:32]1[NH2:34].F[P-](F)(F)(F)(F)F.N1(O[P+](N(C)C)(N(C)C)N(C)C)C2C=CC=CC=2N=N1. Product: [F:30][C@H:31]1[CH2:33][C@H:32]1[NH:34][C:21]([C:18]1[CH:19]=[C:20]2[C:15](=[CH:16][C:17]=1[O:24][CH3:25])[N:14]=[CH:13][CH:12]=[C:11]2[O:10][C:9]1[CH:26]=[CH:27][C:6]([NH:5][C:4]([NH:3][CH2:1][CH3:2])=[O:29])=[C:7]([F:28])[CH:8]=1)=[O:23]. The catalyst class is: 66. (5) Reactant: [CH3:1]I.[Cl:3][C:4]1[CH:5]=[C:6]([N:11]2[CH2:16][CH2:15][CH:14]([NH:17][C:18](=[O:23])[C:19]([F:22])([F:21])[F:20])[CH2:13][CH2:12]2)[CH:7]=[CH:8][C:9]=1[Cl:10].[H-].[Na+].O. Product: [Cl:3][C:4]1[CH:5]=[C:6]([N:11]2[CH2:16][CH2:15][CH:14]([N:17]([CH3:1])[C:18](=[O:23])[C:19]([F:20])([F:21])[F:22])[CH2:13][CH2:12]2)[CH:7]=[CH:8][C:9]=1[Cl:10]. The catalyst class is: 7. (6) Reactant: [CH2:1]([N:3]1[C:7]2[C:8]([NH2:12])=[CH:9][CH:10]=[CH:11][C:6]=2[N:5]=[C:4]1[CH3:13])[CH3:2].[F:14][C:15]1[CH:20]=[CH:19][C:18]([O:21][CH:22]([CH3:24])[CH3:23])=[C:17]([N:25]=[C:26]=[S:27])[CH:16]=1. Product: [CH2:1]([N:3]1[C:7]2[C:8]([NH:12][C:26]([NH:25][C:17]3[CH:16]=[C:15]([F:14])[CH:20]=[CH:19][C:18]=3[O:21][CH:22]([CH3:24])[CH3:23])=[S:27])=[CH:9][CH:10]=[CH:11][C:6]=2[N:5]=[C:4]1[CH3:13])[CH3:2]. The catalyst class is: 3. (7) Reactant: [CH3:1][SiH:2]1[O:9][SiH:8]([CH3:10])[O:7][SiH:6]([CH3:11])[O:5][SiH:4]([CH3:12])[O:3]1.[C:13]([O:17][CH2:18][CH2:19][OH:20])(=[O:16])[CH:14]=[CH2:15].C1C=CC=CC=1. Product: [C:13]([O:17][CH2:18][CH2:19][O:20][Si:8]1([CH3:10])[O:9][SiH:2]([CH3:1])[O:3][SiH:4]([CH3:12])[O:5][SiH:6]([CH3:11])[O:7]1)(=[O:16])[CH:14]=[CH2:15]. The catalyst class is: 6. (8) Reactant: N1C=CC=CC=1.[S:7]1[CH2:12][CH2:11][CH:10]([CH2:13][OH:14])[CH2:9][CH2:8]1.[S:15](Cl)([C:18]1[CH:24]=[CH:23][C:21]([CH3:22])=[CH:20][CH:19]=1)(=[O:17])=[O:16]. Product: [CH3:22][C:21]1[CH:23]=[CH:24][C:18]([S:15]([O:14][CH2:13][CH:10]2[CH2:11][CH2:12][S:7][CH2:8][CH2:9]2)(=[O:17])=[O:16])=[CH:19][CH:20]=1. The catalyst class is: 34. (9) Reactant: [F:1][C:2]1[CH:7]=[CH:6][C:5]([CH2:8][C:9]2[C:10]([N:16]3[CH2:22][C:21]4[CH:23]=[C:24](B5OC(C)(C)C(C)(C)O5)[CH:25]=[CH:26][C:20]=4[O:19][CH2:18][CH2:17]3)=[N:11][CH:12]=[N:13][C:14]=2[CH3:15])=[CH:4][CH:3]=1.[NH2:36][C:37]1[CH:42]=[N:41][C:40](Br)=[CH:39][N:38]=1.C(=O)([O-])[O-].[K+].[K+].O. Product: [F:1][C:2]1[CH:3]=[CH:4][C:5]([CH2:8][C:9]2[C:10]([N:16]3[CH2:22][C:21]4[CH:23]=[C:24]([C:40]5[N:41]=[CH:42][C:37]([NH2:36])=[N:38][CH:39]=5)[CH:25]=[CH:26][C:20]=4[O:19][CH2:18][CH2:17]3)=[N:11][CH:12]=[N:13][C:14]=2[CH3:15])=[CH:6][CH:7]=1. The catalyst class is: 423.